Regression. Given two drug SMILES strings and cell line genomic features, predict the synergy score measuring deviation from expected non-interaction effect. From a dataset of NCI-60 drug combinations with 297,098 pairs across 59 cell lines. (1) Drug 1: C1CN(P(=O)(OC1)NCCCl)CCCl. Cell line: MALME-3M. Drug 2: C1C(C(OC1N2C=NC(=NC2=O)N)CO)O. Synergy scores: CSS=0.986, Synergy_ZIP=-2.26, Synergy_Bliss=-5.04, Synergy_Loewe=-6.34, Synergy_HSA=-4.74. (2) Drug 1: C1=NC2=C(N=C(N=C2N1C3C(C(C(O3)CO)O)O)F)N. Drug 2: C1=NC2=C(N=C(N=C2N1C3C(C(C(O3)CO)O)F)Cl)N. Cell line: KM12. Synergy scores: CSS=4.92, Synergy_ZIP=-1.42, Synergy_Bliss=0.514, Synergy_Loewe=-3.46, Synergy_HSA=-0.146. (3) Drug 1: CC1C(C(CC(O1)OC2CC(CC3=C2C(=C4C(=C3O)C(=O)C5=C(C4=O)C(=CC=C5)OC)O)(C(=O)C)O)N)O.Cl. Drug 2: CC1C(C(CC(O1)OC2CC(CC3=C2C(=C4C(=C3O)C(=O)C5=C(C4=O)C(=CC=C5)OC)O)(C(=O)CO)O)N)O.Cl. Cell line: ACHN. Synergy scores: CSS=54.3, Synergy_ZIP=0.248, Synergy_Bliss=2.95, Synergy_Loewe=2.29, Synergy_HSA=4.89. (4) Synergy scores: CSS=70.1, Synergy_ZIP=2.86, Synergy_Bliss=2.08, Synergy_Loewe=-1.98, Synergy_HSA=3.27. Cell line: SW-620. Drug 1: CC1=C2C(C(=O)C3(C(CC4C(C3C(C(C2(C)C)(CC1OC(=O)C(C(C5=CC=CC=C5)NC(=O)C6=CC=CC=C6)O)O)OC(=O)C7=CC=CC=C7)(CO4)OC(=O)C)O)C)OC(=O)C. Drug 2: CCC1=C2N=C(C=C(N2N=C1)NCC3=C[N+](=CC=C3)[O-])N4CCCCC4CCO.